From a dataset of Reaction yield outcomes from USPTO patents with 853,638 reactions. Predict the reaction yield, written as a fraction of the theoretical maximum amount of product (1.0 means a 100% yield; for example, 0.34 means a 34% yield). (1) The reactants are [NH2:1][C:2](=[O:44])[CH2:3][C:4]1[CH:43]=[CH:42][CH:41]=[CH:40][C:5]=1[CH2:6][CH2:7][C:8]1[C:13]([C:14]([F:17])([F:16])[F:15])=[CH:12][N:11]=[C:10]([NH:18][C:19]2[CH:24]=[CH:23][C:22]([N:25]3[CH2:30][CH2:29][N:28](C(OC(C)(C)C)=O)[CH2:27][CH2:26]3)=[CH:21][C:20]=2[O:38][CH3:39])[N:9]=1.FC(F)(F)C(O)=O. The catalyst is ClCCl.C(Cl)(Cl)Cl.CC(O)C.[OH-].[Na+]. The product is [CH3:39][O:38][C:20]1[CH:21]=[C:22]([N:25]2[CH2:30][CH2:29][NH:28][CH2:27][CH2:26]2)[CH:23]=[CH:24][C:19]=1[NH:18][C:10]1[N:9]=[C:8]([CH2:7][CH2:6][C:5]2[CH:40]=[CH:41][CH:42]=[CH:43][C:4]=2[CH2:3][C:2]([NH2:1])=[O:44])[C:13]([C:14]([F:16])([F:17])[F:15])=[CH:12][N:11]=1. The yield is 0.990. (2) The reactants are C([O:3][C:4](=[O:23])[CH2:5][CH:6]1[O:10][B:9]([OH:11])[C:8]2[CH:12]=[C:13]([O:16][C:17]3[CH:22]=[CH:21][N:20]=[CH:19][N:18]=3)[CH:14]=[CH:15][C:7]1=2)C.[Li+].[OH-].Cl. The catalyst is C1COCC1.O.O. The product is [OH:11][B:9]1[C:8]2[CH:12]=[C:13]([O:16][C:17]3[CH:22]=[CH:21][N:20]=[CH:19][N:18]=3)[CH:14]=[CH:15][C:7]=2[CH:6]([CH2:5][C:4]([OH:23])=[O:3])[O:10]1. The yield is 0.450.